Predict the reactants needed to synthesize the given product. From a dataset of Full USPTO retrosynthesis dataset with 1.9M reactions from patents (1976-2016). (1) The reactants are: C(N1C=CN=C1)(N1C=CN=C1)=O.[C:13]([O:17][C:18]([N:20]1[CH2:24][CH2:23][CH:22]([C:25]([OH:27])=O)[CH2:21]1)=[O:19])([CH3:16])([CH3:15])[CH3:14].Cl.[CH3:29][NH:30][O:31][CH3:32]. Given the product [C:13]([O:17][C:18]([N:20]1[CH2:24][CH2:23][CH:22]([C:25](=[O:27])[N:30]([O:31][CH3:32])[CH3:29])[CH2:21]1)=[O:19])([CH3:14])([CH3:15])[CH3:16], predict the reactants needed to synthesize it. (2) Given the product [N+:8]([C:7]1[CH:6]=[CH:5][C:4]([C:11]2[CH:16]=[CH:15][C:14]([C:17]([F:20])([F:19])[F:18])=[CH:13][CH:12]=2)=[CH:3][C:2]=1[S:21][CH2:22][CH2:23][C:24]([O:26][CH3:27])=[O:25])([O-:10])=[O:9], predict the reactants needed to synthesize it. The reactants are: F[C:2]1[CH:3]=[C:4]([C:11]2[CH:16]=[CH:15][C:14]([C:17]([F:20])([F:19])[F:18])=[CH:13][CH:12]=2)[CH:5]=[CH:6][C:7]=1[N+:8]([O-:10])=[O:9].[SH:21][CH2:22][CH2:23][C:24]([O:26][CH3:27])=[O:25].C(=O)([O-])[O-].[K+].[K+].